From a dataset of Full USPTO retrosynthesis dataset with 1.9M reactions from patents (1976-2016). Predict the reactants needed to synthesize the given product. (1) Given the product [C:1]1([C:24]2[CH:29]=[CH:28][CH:27]=[CH:26][CH:25]=2)[CH:6]=[CH:5][CH:4]=[CH:3][C:2]=1[NH:7][C:8](=[O:23])[O:9][CH:10]1[CH2:15][CH2:14][NH:13][CH2:12][CH2:11]1, predict the reactants needed to synthesize it. The reactants are: [C:1]1([C:24]2[CH:29]=[CH:28][CH:27]=[CH:26][CH:25]=2)[CH:6]=[CH:5][CH:4]=[CH:3][C:2]=1[NH:7][C:8](=[O:23])[O:9][CH:10]1[CH2:15][CH2:14][N:13](CC2C=CC=CC=2)[CH2:12][CH2:11]1.C(O)=O. (2) Given the product [CH2:8]([C@H:15]([NH:24][C:29](=[O:30])[C:28]1[CH:27]=[C:26]([CH3:25])[CH:34]=[C:33]([C:35]([N:37]([CH2:41][CH2:42][CH3:43])[CH2:38][CH2:39][CH3:40])=[O:36])[CH:32]=1)[C@@H:16]([OH:23])[C@@H:17]([OH:22])[CH2:18][CH2:19][CH2:20][CH2:21][CH3:2])[C:9]1[CH:14]=[CH:13][CH:12]=[CH:11][CH:10]=1, predict the reactants needed to synthesize it. The reactants are: F[C:2](F)(F)C([O-])=O.[CH2:8]([C@H:15]([NH2:24])[C@@H:16]([OH:23])[C@@H:17]([OH:22])[CH2:18][CH2:19][CH2:20][CH3:21])[C:9]1[CH:14]=[CH:13][CH:12]=[CH:11][CH:10]=1.[CH3:25][C:26]1[CH:27]=[C:28]([CH:32]=[C:33]([C:35]([N:37]([CH2:41][CH2:42][CH3:43])[CH2:38][CH2:39][CH3:40])=[O:36])[CH:34]=1)[C:29](O)=[O:30].CCN(C(C)C)C(C)C.